Dataset: Catalyst prediction with 721,799 reactions and 888 catalyst types from USPTO. Task: Predict which catalyst facilitates the given reaction. (1) Reactant: [C:1]([N:20]1[CH:24]=[C:23]([C:25]2[CH:30]=[CH:29][CH:28]=[CH:27][C:26]=2[OH:31])[N:22]=[CH:21]1)([C:14]1[CH:19]=[CH:18][CH:17]=[CH:16][CH:15]=1)([C:8]1[CH:13]=[CH:12][CH:11]=[CH:10][CH:9]=1)[C:2]1[CH:7]=[CH:6][CH:5]=[CH:4][CH:3]=1.[H-].[Na+].[CH3:34][C:35]1[CH:40]=[CH:39][C:38]([S:41]([O:44][CH2:45][CH2:46][C:47]([CH3:62])([CH3:61])[CH2:48][CH2:49]OS(C2C=CC(C)=CC=2)(=O)=O)(=[O:43])=[O:42])=[CH:37][CH:36]=1. Product: [CH3:34][C:35]1[CH:40]=[CH:39][C:38]([S:41]([O:44][CH2:45][CH2:46][C:47]([CH3:61])([CH3:62])[CH2:48][CH2:49][O:31][C:26]2[CH:27]=[CH:28][CH:29]=[CH:30][C:25]=2[C:23]2[N:22]=[CH:21][N:20]([C:1]([C:14]3[CH:19]=[CH:18][CH:17]=[CH:16][CH:15]=3)([C:2]3[CH:7]=[CH:6][CH:5]=[CH:4][CH:3]=3)[C:8]3[CH:9]=[CH:10][CH:11]=[CH:12][CH:13]=3)[CH:24]=2)(=[O:43])=[O:42])=[CH:37][CH:36]=1. The catalyst class is: 18. (2) Reactant: Cl[C:2]1[C:3]([C:13]([O:15][CH2:16][CH3:17])=[O:14])=[N:4][C:5]2[C:10]([N:11]=1)=[C:9]([F:12])[CH:8]=[CH:7][CH:6]=2.[CH3:18]B1OB(C)OB(C)O1.C(=O)([O-])[O-].[K+].[K+]. Product: [F:12][C:9]1[CH:8]=[CH:7][CH:6]=[C:5]2[C:10]=1[N:11]=[C:2]([CH3:18])[C:3]([C:13]([O:15][CH2:16][CH3:17])=[O:14])=[N:4]2. The catalyst class is: 75. (3) The catalyst class is: 7. Reactant: [C:9](O[C:9]([O:11][C:12]([CH3:15])([CH3:14])[CH3:13])=[O:10])([O:11][C:12]([CH3:15])([CH3:14])[CH3:13])=[O:10].[NH2:16][C:17]1[CH:24]=[CH:23][C:20]([CH2:21][NH2:22])=[CH:19][CH:18]=1. Product: [NH2:16][C:17]1[CH:24]=[CH:23][C:20]([CH2:21][NH:22][C:9](=[O:10])[O:11][C:12]([CH3:13])([CH3:14])[CH3:15])=[CH:19][CH:18]=1. (4) Reactant: Cl.[NH2:2][CH:3]1[CH2:8][CH2:7][C:6](=[O:9])[NH:5][C:4]1=[O:10].CC(O)=O.[NH2:15][C:16]1[C:24]([OH:25])=[CH:23][CH:22]=[C:18]([C:19](O)=[O:20])[C:17]=1[C:26](O)=[O:27]. The catalyst class is: 66. Product: [NH2:15][C:16]1[C:24]([OH:25])=[CH:23][CH:22]=[C:18]2[C:17]=1[C:26](=[O:27])[N:2]([CH:3]1[CH2:8][CH2:7][C:6](=[O:9])[NH:5][C:4]1=[O:10])[C:19]2=[O:20]. (5) Reactant: CS(C)=O.[H-].[Na+].[I-].[CH3:8][S+](C)C.[F:12][C:13]1[CH:14]=[C:15]([CH:18]=[CH:19][C:20]=1[O:21][CH3:22])[CH:16]=[O:17]. Product: [F:12][C:13]1[CH:14]=[C:15]([CH:16]2[CH2:8][O:17]2)[CH:18]=[CH:19][C:20]=1[O:21][CH3:22]. The catalyst class is: 1. (6) Reactant: [Br:1][C:2]1[CH:3]=[C:4]([Cl:9])[C:5](Cl)=[N:6][CH:7]=1.[OH-:10].[Na+].O.Cl. Product: [Br:1][C:2]1[CH:3]=[C:4]([Cl:9])[C:5](=[O:10])[NH:6][CH:7]=1. The catalyst class is: 16. (7) Reactant: [CH2:1]([NH:8][C:9]1[CH:14]=[CH:13][C:12]([NH:15][C:16]2[CH:25]=[CH:24][C:23]([Cl:26])=[CH:22][C:17]=2[C:18]([O:20][CH3:21])=[O:19])=[CH:11][C:10]=1[N+:27]([O-])=O)[C:2]1[CH:7]=[CH:6][CH:5]=[CH:4][CH:3]=1.C(O)C. Product: [NH2:27][C:10]1[CH:11]=[C:12]([NH:15][C:16]2[CH:25]=[CH:24][C:23]([Cl:26])=[CH:22][C:17]=2[C:18]([O:20][CH3:21])=[O:19])[CH:13]=[CH:14][C:9]=1[NH:8][CH2:1][C:2]1[CH:3]=[CH:4][CH:5]=[CH:6][CH:7]=1. The catalyst class is: 6. (8) Reactant: Cl.O.O.Cl[Sn]Cl.[Cl:7][C:8]1[C:33]([N+:34]([O-])=O)=[CH:32][C:11]2[O:12][C:13]3[CH:31]=[CH:30][CH:29]=[CH:28][C:14]=3[C@@H:15]3[C@H:20]([NH:21][C:22](=[O:27])[C:23]([F:26])([F:25])[F:24])[CH2:19][CH2:18][CH2:17][N:16]3[C:10]=2[CH:9]=1. Product: [NH2:34][C:33]1[C:8]([Cl:7])=[CH:9][C:10]2[N:16]3[CH2:17][CH2:18][CH2:19][C@@H:20]([NH:21][C:22](=[O:27])[C:23]([F:26])([F:25])[F:24])[C@H:15]3[C:14]3[CH:28]=[CH:29][CH:30]=[CH:31][C:13]=3[O:12][C:11]=2[CH:32]=1. The catalyst class is: 8. (9) Reactant: [CH3:1][O:2][C:3]1[CH:11]=[C:10]2[C:6]([CH:7]=[CH:8][NH:9]2)=[CH:5][CH:4]=1.[H-].[Na+].I[CH2:15][C:16]([NH2:18])=[O:17]. Product: [CH3:1][O:2][C:3]1[CH:11]=[C:10]2[C:6]([CH:7]=[CH:8][N:9]2[CH2:15][C:16]([NH2:18])=[O:17])=[CH:5][CH:4]=1. The catalyst class is: 3.